This data is from Full USPTO retrosynthesis dataset with 1.9M reactions from patents (1976-2016). The task is: Predict the reactants needed to synthesize the given product. (1) Given the product [F:1][C@@H:2]1[CH2:6][CH2:5][N:4]([C:7]([O:9][C:10]([CH3:13])([CH3:12])[CH3:11])=[O:8])[CH2:3]1, predict the reactants needed to synthesize it. The reactants are: [F:1][C@H:2]1[CH2:6][CH2:5][N:4]([C:7]([O:9][C:10]([CH3:13])([CH3:12])[CH3:11])=[O:8])[CH2:3]1.C(N1CC[C@H](O)C1)(OC(C)(C)C)=O.COCCN(S(F)(F)F)CCOC. (2) Given the product [ClH:18].[CH2:1]([O:3][C:4]([C:6]1[C:10]2[CH2:11][NH:12][CH2:13][CH2:14][C:9]=2[O:8][N:7]=1)=[O:5])[CH3:2], predict the reactants needed to synthesize it. The reactants are: [CH2:1]([O:3][C:4]([C:6]1[C:10]2[CH2:11][N:12](C(=O)C)[CH2:13][CH2:14][C:9]=2[O:8][N:7]=1)=[O:5])[CH3:2].[ClH:18]. (3) Given the product [CH2:1]([C@@:4]1([CH3:25])[CH2:9][C@H:8]([C:10]2[CH:15]=[CH:14][CH:13]=[C:12]([Cl:16])[CH:11]=2)[C@@H:7]([C:17]2[CH:22]=[CH:21][C:20]([Cl:23])=[CH:19][CH:18]=2)[N:6]([CH:27]([CH:33]2[CH2:35][CH2:34]2)[C:28]([O:30][CH2:31][CH3:32])=[O:29])[C:5]1=[O:24])[CH:2]=[CH2:3], predict the reactants needed to synthesize it. The reactants are: [CH2:1]([C@@:4]1([CH3:25])[CH2:9][C@H:8]([C:10]2[CH:15]=[CH:14][CH:13]=[C:12]([Cl:16])[CH:11]=2)[C@@H:7]([C:17]2[CH:22]=[CH:21][C:20]([Cl:23])=[CH:19][CH:18]=2)[NH:6][C:5]1=[O:24])[CH:2]=[CH2:3].Br[CH:27]([CH:33]1[CH2:35][CH2:34]1)[C:28]([O:30][CH2:31][CH3:32])=[O:29]. (4) The reactants are: C1C=CC(P(C2C=CC3C(=CC=CC=3)C=2C2C3C(=CC=CC=3)C=CC=2P(C2C=CC=CC=2)C2C=CC=CC=2)C2C=CC=CC=2)=CC=1.Cl.Cl.[CH3:49][Si:50]([CH3:77])([CH3:76])[CH2:51][CH2:52][O:53][CH2:54][N:55]1[C:59]2[N:60]=[CH:61][N:62]=[C:63]([C:64]3[CH:65]=[N:66][N:67]([C:69]4([CH2:73][C:74]#[N:75])[CH2:72][NH:71][CH2:70]4)[CH:68]=3)[C:58]=2[CH:57]=[CH:56]1.Cl[C:79]1[C:93]([F:94])=[CH:92][C:82]([C:83]([NH:85][C@@H:86]([CH3:91])[C:87]([F:90])([F:89])[F:88])=[O:84])=[C:81]([F:95])[CH:80]=1.C(=O)([O-])[O-].[Cs+].[Cs+]. Given the product [C:74]([CH2:73][C:69]1([N:67]2[CH:68]=[C:64]([C:63]3[C:58]4[CH:57]=[CH:56][N:55]([CH2:54][O:53][CH2:52][CH2:51][Si:50]([CH3:76])([CH3:49])[CH3:77])[C:59]=4[N:60]=[CH:61][N:62]=3)[CH:65]=[N:66]2)[CH2:70][N:71]([C:79]2[C:93]([F:94])=[CH:92][C:82]([C:83]([NH:85][C@@H:86]([CH3:91])[C:87]([F:90])([F:88])[F:89])=[O:84])=[C:81]([F:95])[CH:80]=2)[CH2:72]1)#[N:75], predict the reactants needed to synthesize it. (5) Given the product [NH2:11][CH:12]([C:14]1[C:15]([O:33][CH3:34])=[C:16]([CH:22]2[CH2:25][N:24]([C:26]([O:28][C:29]([CH3:31])([CH3:30])[CH3:32])=[O:27])[CH2:23]2)[C:17]([Cl:21])=[C:18]([Cl:20])[CH:19]=1)[CH3:13], predict the reactants needed to synthesize it. The reactants are: C(OC([NH:11][CH:12]([C:14]1[C:15]([O:33][CH3:34])=[C:16]([CH:22]2[CH2:25][N:24]([C:26]([O:28][C:29]([CH3:32])([CH3:31])[CH3:30])=[O:27])[CH2:23]2)[C:17]([Cl:21])=[C:18]([Cl:20])[CH:19]=1)[CH3:13])=O)C1C=CC=CC=1.O.[H][H].